The task is: Predict the product of the given reaction.. This data is from Forward reaction prediction with 1.9M reactions from USPTO patents (1976-2016). (1) The product is: [N:52]([C@@H:24]([C@@H:25]([C:27]1[CH:28]=[CH:29][CH:30]=[CH:31][CH:32]=1)[CH3:26])[C:23]([N:18]1[C@@H:17]([C:11]2[CH:12]=[CH:13][CH:14]=[CH:15][CH:16]=2)[CH2:21][O:20][C:19]1=[O:22])=[O:33])=[N+:53]=[N-:54]. Given the reactants C[Si]([N-][Si](C)(C)C)(C)C.[K+].[C:11]1([C@H:17]2[CH2:21][O:20][C:19](=[O:22])[N:18]2[C:23](=[O:33])[CH2:24][C@@H:25]([C:27]2[CH:32]=[CH:31][CH:30]=[CH:29][CH:28]=2)[CH3:26])[CH:16]=[CH:15][CH:14]=[CH:13][CH:12]=1.C(C1C=C(C(C)C)C=C(C(C)C)C=1S([N:52]=[N+:53]=[N-:54])(=O)=O)(C)C.C(O)(=O)C, predict the reaction product. (2) Given the reactants Cl[C:2]1[N:7]=[C:6]([C:8]2[N:12]3[CH:13]=[CH:14][CH:15]=[CH:16][C:11]3=[N:10][C:9]=2[C:17]2[CH:18]=[CH:19][C:20]([O:25][CH3:26])=[C:21]([CH:24]=2)[C:22]#[N:23])[CH:5]=[CH:4][N:3]=1.Cl.Cl.[CH3:29][N:30]([CH3:41])[CH2:31][CH2:32][O:33][C:34]1[CH:35]=[C:36]([CH:38]=[CH:39][CH:40]=1)[NH2:37].Cl.C([O-])(O)=O.[Na+], predict the reaction product. The product is: [CH3:29][N:30]([CH3:41])[CH2:31][CH2:32][O:33][C:34]1[CH:35]=[C:36]([NH:37][C:2]2[N:7]=[C:6]([C:8]3[N:12]4[CH:13]=[CH:14][CH:15]=[CH:16][C:11]4=[N:10][C:9]=3[C:17]3[CH:18]=[CH:19][C:20]([O:25][CH3:26])=[C:21]([CH:24]=3)[C:22]#[N:23])[CH:5]=[CH:4][N:3]=2)[CH:38]=[CH:39][CH:40]=1. (3) Given the reactants [NH2:1][C:2]1[CH:16]=[CH:15][C:5]([C:6]([NH:8][CH:9]2C[CH2:12][N:11]([CH3:14])[CH2:10]2)=[O:7])=[CH:4][C:3]=1[O:17][CH3:18].CN(C)CCNC(=O)C1C=CC([N+]([O-])=O)=C(OC)C=1, predict the reaction product. The product is: [NH2:1][C:2]1[CH:16]=[CH:15][C:5]([C:6]([NH:8][CH2:9][CH2:10][N:11]([CH3:12])[CH3:14])=[O:7])=[CH:4][C:3]=1[O:17][CH3:18]. (4) Given the reactants [CH3:1][O:2][C:3]1[CH:8]=[C:7]([N+:9]([O-])=O)[CH:6]=[CH:5][C:4]=1[SH:12], predict the reaction product. The product is: [NH2:9][C:7]1[CH:6]=[CH:5][C:4]([SH:12])=[C:3]([O:2][CH3:1])[CH:8]=1. (5) Given the reactants [CH2:1]([N:3]1[C:11]2[C:6](=[CH:7][CH:8]=[C:9]([C:12]3[NH:13][C:14]4[N:15]([N:19]=[CH:20][C:21]=4[C:22]([NH2:24])=[O:23])[C:16](=[O:18])[CH:17]=3)[CH:10]=2)[CH:5]=[N:4]1)[CH3:2].[CH3:25][C:26]1C=CC(S(O)(=O)=O)=CC=1.BrCC(OCC)OCC, predict the reaction product. The product is: [CH2:1]([N:3]1[C:11]2[C:6](=[CH:7][CH:8]=[C:9]([C:12]3[NH:13][C:14]4[N:15]([N:19]=[CH:20][C:21]=4[C:22]4[O:23][CH:25]=[CH:26][N:24]=4)[C:16](=[O:18])[CH:17]=3)[CH:10]=2)[CH:5]=[N:4]1)[CH3:2]. (6) Given the reactants [Cl:1][C:2]1[CH:30]=[CH:29][C:5]([CH2:6][N:7]2[CH:12]=[N:11][C:10]([N:13]3[CH2:18][CH2:17][C:16]([C:20]4[CH:25]=[CH:24][C:23]([F:26])=[CH:22][CH:21]=4)(O)[CH:15]([OH:27])[CH2:14]3)=[N:9][C:8]2=[O:28])=[CH:4][CH:3]=1.O.C1(C)C=CC(S(O)(=O)=O)=CC=1, predict the reaction product. The product is: [Cl:1][C:2]1[CH:30]=[CH:29][C:5]([CH2:6][N:7]2[CH:12]=[N:11][C:10]([N:13]3[CH2:18][CH2:17][CH:16]([C:20]4[CH:25]=[CH:24][C:23]([F:26])=[CH:22][CH:21]=4)[C:15](=[O:27])[CH2:14]3)=[N:9][C:8]2=[O:28])=[CH:4][CH:3]=1. (7) Given the reactants [F:1][C:2]1[CH:10]=[CH:9][C:5]([C:6](Cl)=[O:7])=[CH:4][C:3]=1[CH3:11].C(N(CC)CC)C.[C:19]([O:23][C:24]([NH:26][NH2:27])=[O:25])([CH3:22])([CH3:21])[CH3:20], predict the reaction product. The product is: [C:19]([O:23][C:24]([NH:26][NH:27][C:6](=[O:7])[C:5]1[CH:9]=[CH:10][C:2]([F:1])=[C:3]([CH3:11])[CH:4]=1)=[O:25])([CH3:22])([CH3:21])[CH3:20]. (8) Given the reactants [C:1](=[O:12])(OC(Cl)(Cl)Cl)OC(Cl)(Cl)Cl.[CH3:13][C:14]1([OH:20])[CH2:19][CH2:18][NH:17][CH2:16][CH2:15]1.[C@H:21]1([NH:30][C:31]2[CH:40]=[CH:39][C:38]3[C:33](=[CH:34][CH:35]=[C:36]([NH2:41])[CH:37]=3)[N:32]=2)[C:29]2[C:24](=[CH:25][CH:26]=[CH:27][CH:28]=2)[CH2:23][CH2:22]1, predict the reaction product. The product is: [C@H:21]1([NH:30][C:31]2[CH:40]=[CH:39][C:38]3[C:33](=[CH:34][CH:35]=[C:36]([NH:41][C:1]([N:17]4[CH2:18][CH2:19][C:14]([OH:20])([CH3:13])[CH2:15][CH2:16]4)=[O:12])[CH:37]=3)[N:32]=2)[C:29]2[C:24](=[CH:25][CH:26]=[CH:27][CH:28]=2)[CH2:23][CH2:22]1. (9) Given the reactants [Li]CCCC.CCCCCC.Br[C:13]1[CH:18]=[CH:17][C:16]([F:19])=[CH:15][CH:14]=1.[CH:20]12[O:25][CH:24]1[CH2:23][O:22][CH2:21]2.B(F)(F)F.[OH-].[Na+], predict the reaction product. The product is: [F:19][C:16]1[CH:17]=[CH:18][C:13]([C@H:24]2[CH2:23][O:22][CH2:21][C@@H:20]2[OH:25])=[CH:14][CH:15]=1. (10) Given the reactants [CH3:1][Si:2]([CH3:17])([CH3:16])[CH2:3][CH2:4][O:5][CH2:6][N:7]1[C:11]2=[N:12][CH:13]=[CH:14][CH:15]=[C:10]2[CH:9]=[CH:8]1.C1C=C[NH+]=CC=1.Br[Br-]Br.[O:27]1CCOCC1, predict the reaction product. The product is: [CH3:1][Si:2]([CH3:17])([CH3:16])[CH2:3][CH2:4][O:5][CH2:6][N:7]1[C:11]2=[N:12][CH:13]=[CH:14][CH:15]=[C:10]2[CH2:9][C:8]1=[O:27].